Dataset: Catalyst prediction with 721,799 reactions and 888 catalyst types from USPTO. Task: Predict which catalyst facilitates the given reaction. (1) Reactant: [CH2:1]([O:8][CH2:9][CH2:10][CH:11]1[CH2:16][CH2:15][N:14]([C:17]2[CH:18]=[N:19][CH:20]=[C:21]([O:23][CH2:24][C@@H:25]3[CH2:29][CH2:28][CH2:27][N:26]3C(OC(C)(C)C)=O)[CH:22]=2)[CH2:13][CH2:12]1)[C:2]1[CH:7]=[CH:6][CH:5]=[CH:4][CH:3]=1.[ClH:37].CCOCC. Product: [ClH:37].[CH2:1]([O:8][CH2:9][CH2:10][CH:11]1[CH2:12][CH2:13][N:14]([C:17]2[CH:18]=[N:19][CH:20]=[C:21]([O:23][CH2:24][C@@H:25]3[CH2:29][CH2:28][CH2:27][NH:26]3)[CH:22]=2)[CH2:15][CH2:16]1)[C:2]1[CH:3]=[CH:4][CH:5]=[CH:6][CH:7]=1. The catalyst class is: 5. (2) Reactant: [CH:1]1([C:4]2[C:5]([N:26]3[CH2:31][CH2:30][N:29](C(OC(C)(C)C)=O)[CH2:28][CH2:27]3)=[C:6]3[C:12]([C:13]([F:16])([F:15])[F:14])=[N:11][N:10]([CH2:17][C:18]4[CH:23]=[CH:22][C:21]([O:24][CH3:25])=[CH:20][CH:19]=4)[C:7]3=[N:8][CH:9]=2)[CH2:3][CH2:2]1.C(O)(C(F)(F)F)=O. Product: [CH:1]1([C:4]2[C:5]([N:26]3[CH2:27][CH2:28][NH:29][CH2:30][CH2:31]3)=[C:6]3[C:12]([C:13]([F:14])([F:16])[F:15])=[N:11][N:10]([CH2:17][C:18]4[CH:19]=[CH:20][C:21]([O:24][CH3:25])=[CH:22][CH:23]=4)[C:7]3=[N:8][CH:9]=2)[CH2:3][CH2:2]1. The catalyst class is: 2. (3) Reactant: [Cl:1][C:2]1[CH:7]=[CH:6][C:5]([C:8]2[NH:9][C:10](=[O:18])[N:11]([CH2:13][C:14]([O:16]C)=[O:15])[CH:12]=2)=[CH:4][CH:3]=1.[OH-].[Li+]. Product: [Cl:1][C:2]1[CH:7]=[CH:6][C:5]([C:8]2[NH:9][C:10](=[O:18])[N:11]([CH2:13][C:14]([OH:16])=[O:15])[CH:12]=2)=[CH:4][CH:3]=1. The catalyst class is: 5. (4) Reactant: [Si]([O:8][CH2:9][C:10]1([CH2:14][CH2:15][S:16][C:17]2[N:18]([CH3:22])[CH:19]=[CH:20][N:21]=2)[CH2:13][CH2:12][CH2:11]1)(C(C)(C)C)(C)C.[F-].C([N+](CCCC)(CCCC)CCCC)CCC. Product: [CH3:22][N:18]1[CH:19]=[CH:20][N:21]=[C:17]1[S:16][CH2:15][CH2:14][C:10]1([CH2:9][OH:8])[CH2:13][CH2:12][CH2:11]1. The catalyst class is: 7. (5) Reactant: [Cl-].O[NH3+:3].[C:4](=[O:7])([O-:6])O.[Na+].CS(C)=O.[C:13]([C:15]1[CH:20]=[CH:19][CH:18]=[CH:17][C:16]=1[C:21]1[CH:26]=[CH:25][C:24]([CH2:27][C:28]2[C:33](=[O:34])[N:32]([CH2:35][C:36]3[CH:45]=[CH:44][CH:43]=[CH:42][C:37]=3[C:38]([O:40][CH3:41])=[O:39])[C:31]([CH3:46])=[N:30][C:29]=2[CH2:47][CH2:48][CH3:49])=[CH:23][CH:22]=1)#[N:14]. Product: [CH3:46][C:31]1[N:32]([CH2:35][C:36]2[CH:45]=[CH:44][CH:43]=[CH:42][C:37]=2[C:38]([O:40][CH3:41])=[O:39])[C:33](=[O:34])[C:28]([CH2:27][C:24]2[CH:23]=[CH:22][C:21]([C:16]3[CH:17]=[CH:18][CH:19]=[CH:20][C:15]=3[C:13]3[NH:3][C:4](=[O:7])[O:6][N:14]=3)=[CH:26][CH:25]=2)=[C:29]([CH2:47][CH2:48][CH3:49])[N:30]=1. The catalyst class is: 13.